From a dataset of Full USPTO retrosynthesis dataset with 1.9M reactions from patents (1976-2016). Predict the reactants needed to synthesize the given product. (1) Given the product [CH3:22][CH2:23][N:7]([CH:5]([CH3:4])[CH3:6])[CH:16]([CH3:21])[CH3:17].[CH:30]([N:42]([CH2:43][CH3:38])[CH:41]([CH3:40])[CH3:1])([CH3:31])[CH3:29], predict the reactants needed to synthesize it. The reactants are: [CH:1]1C=C[C:4]2N(O)N=[N:7][C:5]=2[CH:6]=1.O.ON1[C:17]2C=CC=[CH:21][C:16]=2N=N1.[CH2:22](Cl)[CH2:23]Cl.Cl.CN(C)[CH2:29][CH2:30][CH2:31]N=C=NCC.[CH:38]1[CH:43]=[N:42][C:41]2N(O)N=N[C:40]=2C=1.ON1[C:41]2[N:42]=[CH:43][CH:38]=C[C:40]=2N=N1. (2) Given the product [CH3:21][O:22][C:23](=[O:44])[CH:24]=[CH:45][C:15]1[CH:14]=[C:13]2[C:18](=[CH:17][CH:16]=1)[N:10]([S:7]([C:1]1[CH:6]=[CH:5][CH:4]=[CH:3][CH:2]=1)(=[O:8])=[O:9])[CH:11]=[CH:12]2, predict the reactants needed to synthesize it. The reactants are: [C:1]1([S:7]([N:10]2[C:18]3[C:13](=[CH:14][C:15](C=O)=[CH:16][CH:17]=3)[CH:12]=[CH:11]2)(=[O:9])=[O:8])[CH:6]=[CH:5][CH:4]=[CH:3][CH:2]=1.[CH3:21][O:22][C:23](=[O:44])[CH:24]=P(C1C=CC=CC=1)(C1C=CC=CC=1)C1C=CC=CC=1.[C:45]1(C)C=CC=CC=1. (3) The reactants are: [Cl:1][C:2]1[C:3]2[CH:10]=[CH:9][N:8]([CH:11]3[CH2:14][C:13]([CH2:16][OH:17])([OH:15])[CH2:12]3)[C:4]=2[N:5]=[CH:6][N:7]=1.[I:18]N1C(=O)CCC1=O. Given the product [Cl:1][C:2]1[C:3]2[C:10]([I:18])=[CH:9][N:8]([CH:11]3[CH2:12][C:13]([CH2:16][OH:17])([OH:15])[CH2:14]3)[C:4]=2[N:5]=[CH:6][N:7]=1, predict the reactants needed to synthesize it.